This data is from Catalyst prediction with 721,799 reactions and 888 catalyst types from USPTO. The task is: Predict which catalyst facilitates the given reaction. (1) Reactant: O[C:2]1[CH:7]=[CH:6][N:5]=[C:4]([NH:8][C:9]2[CH:10]=[N:11][N:12]([CH2:14][C:15]([NH:17][CH:18]([CH3:20])[CH3:19])=[O:16])[CH:13]=2)[N:3]=1.Cl.O1CCOCC1.O=P(Cl)(Cl)[Cl:30]. Product: [Cl:30][C:2]1[CH:7]=[CH:6][N:5]=[C:4]([NH:8][C:9]2[CH:10]=[N:11][N:12]([CH2:14][C:15]([NH:17][CH:18]([CH3:20])[CH3:19])=[O:16])[CH:13]=2)[N:3]=1. The catalyst class is: 10. (2) Reactant: [Cl:1][C:2]1[C:7]([CH:8]2[CH2:17][CH2:16][C:11]3(OCC[O:12]3)[CH2:10][CH2:9]2)=[N:6][CH:5]=[CH:4][N:3]=1.Cl. Product: [Cl:1][C:2]1[C:7]([CH:8]2[CH2:9][CH2:10][C:11](=[O:12])[CH2:16][CH2:17]2)=[N:6][CH:5]=[CH:4][N:3]=1. The catalyst class is: 21. (3) Reactant: C1N(P(Cl)(N2C(=O)OCC2)=O)C(=O)OC1.[F:16]/[C:17](=[CH:21]\[C:22]1[CH:27]=[CH:26][C:25]([N:28]2[CH:32]=[C:31]([CH3:33])[N:30]=[CH:29]2)=[C:24]([O:34][CH3:35])[CH:23]=1)/[C:18]([OH:20])=O.[NH2:36][N:37]1[CH2:42][CH2:41][CH2:40][CH:39]([C:43]2[C:48]([F:49])=[CH:47][C:46]([F:50])=[CH:45][C:44]=2[F:51])[C:38]1=[O:52].C(N(C(C)C)CC)(C)C.O.C(=O)(O)[O-].[Na+]. Product: [F:16]/[C:17](=[CH:21]\[C:22]1[CH:27]=[CH:26][C:25]([N:28]2[CH:32]=[C:31]([CH3:33])[N:30]=[CH:29]2)=[C:24]([O:34][CH3:35])[CH:23]=1)/[C:18]([NH:36][N:37]1[CH2:42][CH2:41][CH2:40][CH:39]([C:43]2[C:44]([F:51])=[CH:45][C:46]([F:50])=[CH:47][C:48]=2[F:49])[C:38]1=[O:52])=[O:20]. The catalyst class is: 39.